Task: Predict the reactants needed to synthesize the given product.. Dataset: Full USPTO retrosynthesis dataset with 1.9M reactions from patents (1976-2016) (1) Given the product [CH3:1][O:2][C:3]1[CH:4]=[C:5]([CH:6]=[C:22]2[S:16][C:17](=[S:18])[NH:19][C:20]2=[O:21])[CH:8]=[CH:9][C:10]=1[O:11][CH2:12][CH2:13][O:14][CH3:15], predict the reactants needed to synthesize it. The reactants are: [CH3:1][O:2][C:3]1[CH:4]=[C:5]([CH:8]=[CH:9][C:10]=1[O:11][CH2:12][CH2:13][O:14][CH3:15])[CH:6]=O.[S:16]1[CH2:22][C:20](=[O:21])[NH:19][C:17]1=[S:18].CC([O-])=O.[Na+].CC(O)=O. (2) Given the product [C:7]([O:11][C:12]([N:4]1[CH2:5][CH2:6][CH:2]([OH:1])[CH2:3]1)=[O:13])([CH3:10])([CH3:9])[CH3:8], predict the reactants needed to synthesize it. The reactants are: [OH:1][CH:2]1[CH2:6][CH2:5][NH:4][CH2:3]1.[C:7]([O:11][C:12](O[C:12]([O:11][C:7]([CH3:10])([CH3:9])[CH3:8])=[O:13])=[O:13])([CH3:10])([CH3:9])[CH3:8]. (3) Given the product [CH:1]1([C@@H:4]2[O:9][CH2:8][C@:7]3([C:10]4[CH:15]=[CH:14][C:13]([F:16])=[CH:12][C:11]=4[F:17])[N:18]=[C:19]([NH:21][C:22](=[O:29])[C:23]4[CH:24]=[CH:25][CH:26]=[CH:27][CH:28]=4)[S:20][CH2:30][C@@H:6]3[CH2:5]2)[CH2:2][CH2:3]1, predict the reactants needed to synthesize it. The reactants are: [CH:1]1([C@@H:4]2[O:9][CH2:8][C@@:7]([NH:18][C:19]([NH:21][C:22](=[O:29])[C:23]3[CH:28]=[CH:27][CH:26]=[CH:25][CH:24]=3)=[S:20])([C:10]3[CH:15]=[CH:14][C:13]([F:16])=[CH:12][C:11]=3[F:17])[C@H:6]([CH2:30]O)[CH2:5]2)[CH2:3][CH2:2]1.C(OC[C@@H]1OC[C@]2(C3C=CC(F)=CC=3F)N=C(NC(=O)C3C=CC=CC=3)SC[C@@H]2C1)C1C=CC=CC=1. (4) The reactants are: [C:1]12([NH2:11])[CH2:10][CH:5]3[CH2:6][CH:7]([CH2:9][CH:3]([CH2:4]3)[CH2:2]1)[CH2:8]2.[OH:12][C:13]1[CH:20]=[CH:19][C:16]([CH:17]=O)=[CH:15][C:14]=1[N+:21]([O-:23])=[O:22]. Given the product [C:1]12([NH:11][CH2:17][C:16]3[CH:19]=[CH:20][C:13]([OH:12])=[C:14]([N+:21]([O-:23])=[O:22])[CH:15]=3)[CH2:8][CH:7]3[CH2:6][CH:5]([CH2:4][CH:3]([CH2:9]3)[CH2:2]1)[CH2:10]2, predict the reactants needed to synthesize it. (5) The reactants are: [CH3:1][O:2][C:3]1[CH:4]=[C:5]([C@@H:9]2[NH:13][CH:12]([C:14]([OH:16])=[O:15])[CH2:11][S:10]2)[CH:6]=[CH:7][CH:8]=1.CCN(C(C)C)C(C)C.Cl[C:27]([O:29][CH2:30][C:31]1[CH:36]=[CH:35][CH:34]=[CH:33][CH:32]=1)=[O:28]. Given the product [CH2:30]([O:29][C:27]([N:13]1[CH:12]([C:14]([OH:16])=[O:15])[CH2:11][S:10][C@@H:9]1[C:5]1[CH:6]=[CH:7][CH:8]=[C:3]([O:2][CH3:1])[CH:4]=1)=[O:28])[C:31]1[CH:36]=[CH:35][CH:34]=[CH:33][CH:32]=1, predict the reactants needed to synthesize it. (6) Given the product [CH3:1][O:2][C:3]1[CH:8]=[C:7]2[C:6](=[CH:5][C:4]=1[O:9][CH3:10])[C:11](=[O:15])[CH2:12][CH:13]2[CH3:14], predict the reactants needed to synthesize it. The reactants are: [CH3:1][O:2][C:3]1[CH:8]=[CH:7][CH:6]=[CH:5][C:4]=1[O:9][CH3:10].[C:11](O)(=[O:15])[CH2:12][CH:13]=[CH2:14]. (7) Given the product [C:40]([C:34]1[N:33]=[CH:32][C:31]([C:11]2[N:10]([C:8]([N:5]3[CH2:4][CH2:3][CH:2]([NH:1][C:48]([NH:47][CH:44]([CH3:46])[CH3:45])=[O:49])[CH2:7][CH2:6]3)=[O:9])[C@@:14]([C:16]3[CH:21]=[CH:20][C:19]([Cl:22])=[CH:18][CH:17]=3)([CH3:15])[C@@:13]([C:24]3[CH:29]=[CH:28][C:27]([Cl:30])=[CH:26][CH:25]=3)([CH3:23])[N:12]=2)=[C:36]([O:37][CH2:38][CH3:39])[CH:35]=1)([CH3:42])([CH3:41])[CH3:43], predict the reactants needed to synthesize it. The reactants are: [NH2:1][CH:2]1[CH2:7][CH2:6][N:5]([C:8]([N:10]2[C@@:14]([C:16]3[CH:21]=[CH:20][C:19]([Cl:22])=[CH:18][CH:17]=3)([CH3:15])[C@@:13]([C:24]3[CH:29]=[CH:28][C:27]([Cl:30])=[CH:26][CH:25]=3)([CH3:23])[N:12]=[C:11]2[C:31]2[CH:32]=[N:33][C:34]([C:40]([CH3:43])([CH3:42])[CH3:41])=[CH:35][C:36]=2[O:37][CH2:38][CH3:39])=[O:9])[CH2:4][CH2:3]1.[CH:44]([N:47]=[C:48]=[O:49])([CH3:46])[CH3:45].